Dataset: Reaction yield outcomes from USPTO patents with 853,638 reactions. Task: Predict the reaction yield, written as a fraction of the theoretical maximum amount of product (1.0 means a 100% yield; for example, 0.34 means a 34% yield). (1) The yield is 0.360. The catalyst is C1COCC1. The reactants are [Cl:1][C:2]1[CH:3]=[C:4]([C:8]2[N:13]=[C:12]([CH2:14][C:15]3[CH:20]=[CH:19][C:18]([C:21]([CH3:27])([CH3:26])[C:22](OC)=[O:23])=[CH:17][CH:16]=3)[CH:11]=[C:10]([CH2:28][CH3:29])[N:9]=2)[CH:5]=[CH:6][CH:7]=1. The product is [Cl:1][C:2]1[CH:3]=[C:4]([C:8]2[N:13]=[C:12]([CH2:14][C:15]3[CH:16]=[CH:17][C:18]([C:21]([CH3:26])([CH3:27])[CH2:22][OH:23])=[CH:19][CH:20]=3)[CH:11]=[C:10]([CH2:28][CH3:29])[N:9]=2)[CH:5]=[CH:6][CH:7]=1. (2) No catalyst specified. The yield is 0.840. The product is [Br:6][C:7]1[CH:8]=[C:9]([O:15][CH3:16])[CH:10]=[C:11]([O:13][CH3:14])[C:12]=1[CH:20]=[O:21]. The reactants are P(Cl)(Cl)(Cl)=O.[Br:6][C:7]1[CH:12]=[C:11]([O:13][CH3:14])[CH:10]=[C:9]([O:15][CH3:16])[CH:8]=1.CN([CH:20]=[O:21])C. (3) The reactants are [C:1]([C:5]1[CH:9]=[C:8]([CH2:10][NH2:11])[N:7]([C:12]2[CH:17]=[CH:16][C:15](F)=[C:14]([Cl:19])[CH:13]=2)[N:6]=1)([CH3:4])([CH3:3])[CH3:2].ClC(N(C)C)=C(C)C.[F:28][C:29]1[CH:30]=[C:31]([CH:39]([CH3:43])[C:40](O)=[O:41])[CH:32]=[CH:33][C:34]=1[S:35]([CH3:38])(=[O:37])=[O:36].C(N(C(C)C)C(C)C)C. The catalyst is C(Cl)Cl. The product is [C:1]([C:5]1[CH:9]=[C:8]([CH2:10][NH:11][C:40](=[O:41])[CH:39]([C:31]2[CH:32]=[CH:33][C:34]([S:35]([CH3:38])(=[O:36])=[O:37])=[C:29]([F:28])[CH:30]=2)[CH3:43])[N:7]([C:12]2[CH:17]=[CH:16][CH:15]=[C:14]([Cl:19])[CH:13]=2)[N:6]=1)([CH3:4])([CH3:3])[CH3:2]. The yield is 0.710. (4) The product is [C:19]([O:22][C:23]([N:17]([CH:14]([CH3:16])[CH3:15])[CH2:13][CH:8]([C:5]1[CH:4]=[CH:3][C:2]([Cl:1])=[CH:7][CH:6]=1)[C:9]([O:11][CH3:12])=[O:10])=[O:24])([CH3:21])([CH3:20])[CH3:18]. The yield is 0.940. The catalyst is C1COCC1. The reactants are [Cl:1][C:2]1[CH:7]=[CH:6][C:5]([C:8](=[CH2:13])[C:9]([O:11][CH3:12])=[O:10])=[CH:4][CH:3]=1.[CH:14]([NH2:17])([CH3:16])[CH3:15].[CH3:18][C:19]([O:22][C:23](O[C:23]([O:22][C:19]([CH3:21])([CH3:20])[CH3:18])=[O:24])=[O:24])([CH3:21])[CH3:20]. (5) The reactants are [N+:1]([C:4]1[CH:5]=[C:6]([OH:11])[C:7]([OH:10])=[CH:8][CH:9]=1)([O-:3])=[O:2].Cl[CH2:13][CH2:14][S:15][CH3:16].C([O-])([O-])=O.[K+].[K+]. The catalyst is CN(C=O)C.C(Cl)Cl. The product is [CH3:16][S:15][CH2:14][CH2:13][O:10][C:7]1[CH:8]=[CH:9][C:4]([N+:1]([O-:3])=[O:2])=[CH:5][C:6]=1[OH:11]. The yield is 0.410. (6) The reactants are C[O:2][C:3]([C:5]1[CH:13]=[CH:12][C:8]2[N:9]=[CH:10][S:11][C:7]=2[CH:6]=1)=O.[H-].[Al+3].[Li+].[H-].[H-].[H-].[OH-].[Na+]. The catalyst is C1COCC1. The product is [S:11]1[C:7]2[CH:6]=[C:5]([CH2:3][OH:2])[CH:13]=[CH:12][C:8]=2[N:9]=[CH:10]1. The yield is 0.990. (7) The yield is 0.780. The catalyst is C(Cl)Cl. The product is [NH2:1][C:2]1[C:7]([CH2:8][OH:9])=[CH:6][C:5]([Br:17])=[CH:4][N:3]=1. The reactants are [NH2:1][C:2]1[C:7]([CH2:8][OH:9])=[CH:6][CH:5]=[CH:4][N:3]=1.C1C(=O)N([Br:17])C(=O)C1.